This data is from Catalyst prediction with 721,799 reactions and 888 catalyst types from USPTO. The task is: Predict which catalyst facilitates the given reaction. (1) Reactant: [CH3:1][O:2][C:3]1[CH:4]=[C:5]2[C:10](=[CH:11][CH:12]=1)[C:9](=[O:13])[CH:8]([CH3:14])[CH2:7][CH2:6]2.[BH4-].[Na+].O. Product: [CH3:1][O:2][C:3]1[CH:4]=[C:5]2[C:10](=[CH:11][CH:12]=1)[CH:9]([OH:13])[CH:8]([CH3:14])[CH2:7][CH2:6]2. The catalyst class is: 5. (2) Reactant: C(OC([N:8]1[CH2:13][CH2:12][CH:11]([N:14]2[CH:18]=[C:17]([C:19](=[O:60])[NH:20][C:21]3[C:29]4[C:24](=[CH:25][CH:26]=[C:27]([S:30]([C:33]5[CH:38]=[C:37]([F:39])[CH:36]=[C:35]([F:40])[CH:34]=5)(=[O:32])=[O:31])[CH:28]=4)[N:23](C(C4C=CC=CC=4)(C4C=CC=CC=4)C4C=CC=CC=4)[N:22]=3)[CH:16]=[N:15]2)[CH2:10][CH2:9]1)=O)(C)(C)C.Cl.CO. Product: [F:40][C:35]1[CH:34]=[C:33]([S:30]([C:27]2[CH:28]=[C:29]3[C:24](=[CH:25][CH:26]=2)[NH:23][N:22]=[C:21]3[NH:20][C:19]([C:17]2[CH:16]=[N:15][N:14]([CH:11]3[CH2:12][CH2:13][NH:8][CH2:9][CH2:10]3)[CH:18]=2)=[O:60])(=[O:31])=[O:32])[CH:38]=[C:37]([F:39])[CH:36]=1. The catalyst class is: 12. (3) Reactant: Cl[C:2]1[CH:7]=[CH:6][C:5]([C:8]([F:11])([F:10])[F:9])=[CH:4][C:3]=1[Cl:12].[OH:13][C:14]1[CH:19]=[CH:18][C:17]([CH2:20][C:21]#[N:22])=[CH:16][CH:15]=1.C(=O)([O-])[O-].[K+].[K+]. Product: [Cl:12][C:3]1[CH:4]=[C:5]([C:8]([F:11])([F:10])[F:9])[CH:6]=[CH:7][C:2]=1[O:13][C:14]1[CH:19]=[CH:18][C:17]([CH2:20][C:21]#[N:22])=[CH:16][CH:15]=1. The catalyst class is: 9. (4) Product: [N:8]1[CH:9]=[CH:10][CH:11]=[C:6]([CH:4]([OH:5])[CH3:14])[N:7]=1. Reactant: CON(C)[C:4]([C:6]1[N:7]=[N:8][CH:9]=[CH:10][CH:11]=1)=[O:5].[Li+].[CH3:14][Si]([N-][Si](C)(C)C)(C)C. The catalyst class is: 1. (5) Reactant: [NH2:1][CH2:2][CH2:3][CH2:4][CH2:5][N:6]1[C:14]2[CH:13]=[CH:12][N:11]=[C:10]([NH2:15])[C:9]=2[N:8]=[C:7]1[S:16][C:17]1[C:25]([I:26])=[CH:24][C:20]2[O:21][CH2:22][O:23][C:19]=2[CH:18]=1.[C:27](OC(=O)C)(=[O:29])[CH3:28]. Product: [NH2:15][C:10]1[C:9]2[N:8]=[C:7]([S:16][C:17]3[C:25]([I:26])=[CH:24][C:20]4[O:21][CH2:22][O:23][C:19]=4[CH:18]=3)[N:6]([CH2:5][CH2:4][CH2:3][CH2:2][NH:1][C:27](=[O:29])[CH3:28])[C:14]=2[CH:13]=[CH:12][N:11]=1. The catalyst class is: 699. (6) Reactant: [Br:1][C:2]1[C:12]2[CH2:11][CH2:10][N:9](C(OC(C)(C)C)=O)[CH2:8][CH2:7][C:6]=2[CH:5]=[C:4]2[N:20]=[C:21]([CH3:23])[O:22][C:3]=12. Product: [Br:1][C:2]1[C:12]2[CH2:11][CH2:10][NH:9][CH2:8][CH2:7][C:6]=2[CH:5]=[C:4]2[N:20]=[C:21]([CH3:23])[O:22][C:3]=12. The catalyst class is: 2.